Task: Predict the product of the given reaction.. Dataset: Forward reaction prediction with 1.9M reactions from USPTO patents (1976-2016) (1) Given the reactants [C:1]([O:5][C:6]([C:8]1[N:9]([C:25]2[CH:29]=[CH:28][S:27][CH:26]=2)[C:10]2[C:15]([C:16]=1[N:17]=[C:18]=[O:19])=[C:14]([CH3:20])[C:13]([C:21]([F:24])([F:23])[F:22])=[CH:12][CH:11]=2)=[O:7])([CH3:4])([CH3:3])[CH3:2].[CH3:30][O:31][C:32]([C:34]1[C:38]([NH2:39])=[CH:37][S:36][CH:35]=1)=[O:33].C(OCC)(=O)C, predict the reaction product. The product is: [C:1]([O:5][C:6]([C:8]1[N:9]([C:25]2[CH:29]=[CH:28][S:27][CH:26]=2)[C:10]2[C:15]([C:16]=1[NH:17][C:18]([NH:39][C:38]1[C:34]([C:32]([O:31][CH3:30])=[O:33])=[CH:35][S:36][CH:37]=1)=[O:19])=[C:14]([CH3:20])[C:13]([C:21]([F:23])([F:22])[F:24])=[CH:12][CH:11]=2)=[O:7])([CH3:4])([CH3:2])[CH3:3]. (2) Given the reactants [OH:1][C:2]1[CH:7]=[CH:6][C:5]([C:8]2[N:12]([CH2:13][C:14]([O:16]CC)=[O:15])[N:11]=[C:10]3[C:19]4[CH:20]=[CH:21][CH:22]=[C:23]([NH:27][C:28]([NH:30][N:31]5[CH2:36][CH2:35][O:34][CH2:33][CH2:32]5)=[O:29])[C:24]=4[C:25](=[O:26])[C:9]=23)=[CH:4][CH:3]=1.O1CCOCC1.C(O)C.[OH-].[Na+], predict the reaction product. The product is: [OH:1][C:2]1[CH:7]=[CH:6][C:5]([C:8]2[N:12]([CH2:13][C:14]([OH:16])=[O:15])[N:11]=[C:10]3[C:19]4[CH:20]=[CH:21][CH:22]=[C:23]([NH:27][C:28]([NH:30][N:31]5[CH2:36][CH2:35][O:34][CH2:33][CH2:32]5)=[O:29])[C:24]=4[C:25](=[O:26])[C:9]=23)=[CH:4][CH:3]=1. (3) The product is: [C:6]([N:8]1[C:12]2[CH:13]=[CH:14][C:15]([Br:21])=[C:16]([CH2:17][CH2:18][CH2:19][NH2:20])[C:11]=2[O:10][CH:9]1[CH2:22][CH3:23])(=[O:5])[CH3:25]. Given the reactants C([O:5][C:6]([N:8]1[C:12]2[CH:13]=[CH:14][C:15]([Br:21])=[C:16]([CH2:17][CH2:18][CH2:19][NH2:20])[C:11]=2[O:10][CH:9]1[CH2:22][CH3:23])=O)(C)(C)C.Cl.[CH2:25](Cl)Cl, predict the reaction product.